From a dataset of Reaction yield outcomes from USPTO patents with 853,638 reactions. Predict the reaction yield, written as a fraction of the theoretical maximum amount of product (1.0 means a 100% yield; for example, 0.34 means a 34% yield). (1) The reactants are [F:1][C:2]([F:11])([F:10])[C:3]1[C:4]([OH:9])=[N:5][CH:6]=[CH:7][CH:8]=1.[N+:12]([O-])([OH:14])=[O:13].OS(O)(=O)=O. No catalyst specified. The product is [N+:12]([C:7]1[CH:8]=[C:3]([C:2]([F:1])([F:10])[F:11])[C:4]([OH:9])=[N:5][CH:6]=1)([O-:14])=[O:13]. The yield is 0.733. (2) The reactants are [OH:1][C@:2]12[CH2:18][CH2:17][C@H:16]([C:19]3[CH:20]=[CH:21][C:22](=[O:25])[O:23][CH:24]=3)[C@@:15]1([CH3:26])[CH2:14][CH2:13][C@H:12]1[C@H:3]2[CH2:4][CH2:5][C@H:6]2[C@:11]1([CH3:27])[CH2:10][CH2:9][CH:8]([NH:28]C)[CH2:7]2.CCN(C(C)C)C(C)C.[N:39]1([C:45](Cl)=[O:46])[CH2:44][CH2:43][O:42][CH2:41][CH2:40]1. The catalyst is C(Cl)Cl. The product is [OH:1][C@:2]12[CH2:18][CH2:17][C@H:16]([C:19]3[CH:20]=[CH:21][C:22](=[O:25])[O:23][CH:24]=3)[C@@:15]1([CH3:26])[CH2:14][CH2:13][C@H:12]1[C@H:3]2[CH2:4][CH2:5][C@H:6]2[C@:11]1([CH3:27])[CH2:10][CH2:9][C@@H:8]([NH:28][C:45]([N:39]1[CH2:44][CH2:43][O:42][CH2:41][CH2:40]1)=[O:46])[CH2:7]2. The yield is 0.390. (3) The catalyst is CO. The yield is 0.960. The product is [C:1]1([C:7]2([C:10]([O:12][CH3:13])=[O:11])[CH2:9][CH2:8]2)[CH:6]=[CH:5][CH:4]=[CH:3][CH:2]=1. The reactants are [C:1]1([C:7]2([C:10]([OH:12])=[O:11])[CH2:9][CH2:8]2)[CH:6]=[CH:5][CH:4]=[CH:3][CH:2]=1.[CH3:13]C1C=CC(S(O)(=O)=O)=CC=1.CCOC(C)=O. (4) The reactants are [F:1][C:2]1[CH:7]=[CH:6][C:5]([C:8]2[C:16]([C:17](=[N:21][OH:22])[CH:18]([CH3:20])[CH3:19])=[C:11]3[CH:12]=[CH:13][CH:14]=[CH:15][N:10]3[N:9]=2)=[CH:4][CH:3]=1.C[Si]([N:27]=[C:28]=[O:29])(C)C.N1C=CC=CC=1. The catalyst is C1COCC1. The product is [C:28]([O:22][N:21]=[C:17]([C:16]1[C:8]([C:5]2[CH:6]=[CH:7][C:2]([F:1])=[CH:3][CH:4]=2)=[N:9][N:10]2[CH:15]=[CH:14][CH:13]=[CH:12][C:11]=12)[CH:18]([CH3:19])[CH3:20])(=[O:29])[NH2:27]. The yield is 0.567. (5) The reactants are Br[C:2]1[CH:7]=[CH:6][C:5]([Br:8])=[CH:4][N:3]=1.CN[C:11]1[CH:12]=[C:13](B(O)O)[CH:14]=[CH:15][CH:16]=1.O.[CH3:21][N:22](C)C=O. The catalyst is C1C=CC([P]([Pd]([P](C2C=CC=CC=2)(C2C=CC=CC=2)C2C=CC=CC=2)([P](C2C=CC=CC=2)(C2C=CC=CC=2)C2C=CC=CC=2)[P](C2C=CC=CC=2)(C2C=CC=CC=2)C2C=CC=CC=2)(C2C=CC=CC=2)C2C=CC=CC=2)=CC=1. The product is [Br:8][C:5]1[CH:6]=[CH:7][C:2]([C:15]2[CH:14]=[C:13]([CH2:21][NH2:22])[CH:12]=[CH:11][CH:16]=2)=[N:3][CH:4]=1. The yield is 0.520. (6) The yield is 0.190. The reactants are [CH:1]([Mg]Br)([CH3:3])[CH3:2].B(F)(F)F.CCOCC.[CH:15]([O:18][C:19]([N:21]1[CH:26]=[CH:25][C:24](=[O:27])[CH2:23][CH:22]1[CH:28]([CH3:30])[CH3:29])=[O:20])([CH3:17])[CH3:16]. The catalyst is C1COCC1.[Cu]I. The product is [CH:15]([O:18][C:19]([N:21]1[C@@H:26]([CH:1]([CH3:3])[CH3:2])[CH2:25][C:24](=[O:27])[CH2:23][C@@H:22]1[CH:28]([CH3:30])[CH3:29])=[O:20])([CH3:17])[CH3:16]. (7) The reactants are [CH2:1]([N:4]([CH2:15][C:16]#[CH:17])[C:5](=[O:14])[O:6][CH2:7][C:8]1[CH:13]=[CH:12][CH:11]=[CH:10][CH:9]=1)[CH:2]=[CH2:3].[CH2:18](COC)[O:19]C. The catalyst is O.[CH-]=O.[CH-]=O.[C-]#[O+].[C-]#[O+].[C-]#[O+].[C-]#[O+].[C-]#[O+].[C-]#[O+].[Co].[Co+2]. The product is [O:19]=[C:18]1[CH2:17][CH:16]2[CH2:15][N:4]([C:5]([O:6][CH2:7][C:8]3[CH:9]=[CH:10][CH:11]=[CH:12][CH:13]=3)=[O:14])[CH2:1][CH:2]2[CH2:3]1. The yield is 0.730.